This data is from Reaction yield outcomes from USPTO patents with 853,638 reactions. The task is: Predict the reaction yield, written as a fraction of the theoretical maximum amount of product (1.0 means a 100% yield; for example, 0.34 means a 34% yield). (1) The reactants are Cl[C:2]1[CH:7]=[CH:6][C:5]([N+:8]([O-:10])=[O:9])=[CH:4][N:3]=1.[CH:11]1([OH:16])[CH2:15][CH2:14][CH2:13][CH2:12]1.[H-].[Na+]. The catalyst is C1COCC1. The product is [CH:11]1([O:16][C:2]2[CH:7]=[CH:6][C:5]([N+:8]([O-:10])=[O:9])=[CH:4][N:3]=2)[CH2:15][CH2:14][CH2:13][CH2:12]1. The yield is 0.0400. (2) The reactants are [CH2:1]([O:8][C:9](=[O:22])[NH:10][CH2:11][CH2:12][CH2:13][CH2:14][C:15]1[CH:20]=[CH:19][C:18]([OH:21])=[CH:17][CH:16]=1)[C:2]1[CH:7]=[CH:6][CH:5]=[CH:4][CH:3]=1.Cl.[CH3:24][N:25]([CH3:29])[CH2:26][CH2:27]Cl.C(=O)([O-])[O-].[K+].[K+].C1OCCOCCOCCOCCOCCOC1. No catalyst specified. The product is [CH2:1]([O:8][C:9](=[O:22])[NH:10][CH2:11][CH2:12][CH2:13][CH2:14][C:15]1[CH:20]=[CH:19][C:18]([O:21][CH2:27][CH2:26][N:25]([CH3:29])[CH3:24])=[CH:17][CH:16]=1)[C:2]1[CH:7]=[CH:6][CH:5]=[CH:4][CH:3]=1. The yield is 0.610. (3) The reactants are [N+:1]([C:4]1[CH:21]=[CH:20][C:7]([O:8][C:9]2[CH:10]=[C:11]3[C:15](=[CH:16][CH:17]=2)[C:14](=[O:18])[NH:13][C:12]3=[O:19])=[CH:6][CH:5]=1)([O-:3])=[O:2].[H-].[Na+].[CH3:24]I.O. The catalyst is CN(C=O)C. The product is [N+:1]([C:4]1[CH:21]=[CH:20][C:7]([O:8][C:9]2[CH:10]=[C:11]3[C:15](=[CH:16][CH:17]=2)[C:14](=[O:18])[N:13]([CH3:24])[C:12]3=[O:19])=[CH:6][CH:5]=1)([O-:3])=[O:2]. The yield is 0.830. (4) The yield is 0.680. The product is [NH2:8][C@H:9]([C:11]([NH:13][CH:14]1[N:20]=[C:19]([C:21]2[CH:26]=[CH:25][CH:24]=[CH:23][CH:22]=2)[C:18]2[CH:27]=[CH:28][CH:29]=[CH:30][C:17]=2[N:16]([CH2:31][CH2:32][CH2:33][C:34]([F:37])([F:35])[F:36])[C:15]1=[O:38])=[O:12])[CH3:10]. No catalyst specified. The reactants are C(OC([NH:8][C@H:9]([C:11]([NH:13][CH:14]1[N:20]=[C:19]([C:21]2[CH:26]=[CH:25][CH:24]=[CH:23][CH:22]=2)[C:18]2[CH:27]=[CH:28][CH:29]=[CH:30][C:17]=2[N:16]([CH2:31][CH2:32][CH2:33][C:34]([F:37])([F:36])[F:35])[C:15]1=[O:38])=[O:12])[CH3:10])=O)(C)(C)C.C(O)(C(F)(F)F)=O.C(Cl)Cl.